This data is from Reaction yield outcomes from USPTO patents with 853,638 reactions. The task is: Predict the reaction yield, written as a fraction of the theoretical maximum amount of product (1.0 means a 100% yield; for example, 0.34 means a 34% yield). (1) The reactants are [CH3:1][O:2][C:3](=[O:22])[C:4]1[CH:9]=[C:8]([N+:10]([O-])=O)[C:7]([NH2:13])=[C:6]([F:14])[C:5]=1[NH:15][C:16]1[CH:21]=[CH:20][CH:19]=[CH:18][CH:17]=1.[CH:23](O)=O. The catalyst is C(O)C.[OH-].[OH-].[Pd+2]. The product is [CH3:1][O:2][C:3]([C:4]1[C:5]([NH:15][C:16]2[CH:21]=[CH:20][CH:19]=[CH:18][CH:17]=2)=[C:6]([F:14])[C:7]2[N:13]=[CH:23][NH:10][C:8]=2[CH:9]=1)=[O:22]. The yield is 0.860. (2) The reactants are Br[C:2]1[C:3](=[O:13])[O:4][CH2:5][C:6]=1[N:7]1[CH2:12][CH2:11][O:10][CH2:9][CH2:8]1.CC1(C)C(C)(C)OB([C:22]2[CH:39]=[CH:38][C:25]([O:26][CH2:27][C:28]3[CH:37]=[CH:36][C:35]4[C:30](=[CH:31][CH:32]=[CH:33][CH:34]=4)[N:29]=3)=[CH:24][CH:23]=2)O1.C([O-])([O-])=O.[Cs+].[Cs+]. The catalyst is C1C=CC(P(C2C=CC=CC=2)[C-]2C=CC=C2)=CC=1.C1C=CC(P(C2C=CC=CC=2)[C-]2C=CC=C2)=CC=1.Cl[Pd]Cl.[Fe+2].C1(C)C=CC=CC=1.O. The product is [O:10]1[CH2:11][CH2:12][N:7]([C:6]2[CH2:5][O:4][C:3](=[O:13])[C:2]=2[C:22]2[CH:23]=[CH:24][C:25]([O:26][CH2:27][C:28]3[CH:37]=[CH:36][C:35]4[C:30](=[CH:31][CH:32]=[CH:33][CH:34]=4)[N:29]=3)=[CH:38][CH:39]=2)[CH2:8][CH2:9]1. The yield is 0.100. (3) The reactants are CN(C(ON1N=NC2C=CC=CC1=2)=[N+](C)C)C.[B-](F)(F)(F)F.C(N(CC)CC)C.Cl.[CH2:31]([C:38]([OH:40])=O)[CH2:32][C:33]1[N:37]=[CH:36][NH:35][CH:34]=1.FC(F)(F)C(O)=O.[NH2:48][C@H:49]([CH2:68][C:69]1[CH:74]=[CH:73][C:72]([O:75][CH3:76])=[CH:71][CH:70]=1)[C:50]([N:52]1[CH2:55][C:54]([O:63][CH2:64][CH2:65][CH2:66][CH3:67])([C:56]2[CH:61]=[CH:60][CH:59]=[CH:58][C:57]=2[F:62])[CH2:53]1)=[O:51]. The catalyst is CN(C)C=O. The product is [CH2:64]([O:63][C:54]1([C:56]2[CH:61]=[CH:60][CH:59]=[CH:58][C:57]=2[F:62])[CH2:53][N:52]([C:50](=[O:51])[C@H:49]([NH:48][C:38](=[O:40])[CH2:31][CH2:32][C:33]2[N:37]=[CH:36][NH:35][CH:34]=2)[CH2:68][C:69]2[CH:74]=[CH:73][C:72]([O:75][CH3:76])=[CH:71][CH:70]=2)[CH2:55]1)[CH2:65][CH2:66][CH3:67]. The yield is 0.570.